From a dataset of Catalyst prediction with 721,799 reactions and 888 catalyst types from USPTO. Predict which catalyst facilitates the given reaction. (1) Reactant: [Cl:1][C:2]1[CH:7]=[CH:6][C:5]([C:8](=O)[CH2:9][CH2:10][CH:11]2[CH2:15][CH2:14][CH2:13][CH2:12]2)=[CH:4][CH:3]=1.C(=O)([O-])[O-].[K+].[K+].Cl.[CH3:24][O:25][NH2:26]. Product: [CH3:24][O:25][N:26]=[C:8]([C:5]1[CH:6]=[CH:7][C:2]([Cl:1])=[CH:3][CH:4]=1)[CH2:9][CH2:10][CH:11]1[CH2:15][CH2:14][CH2:13][CH2:12]1. The catalyst class is: 8. (2) Reactant: [SH:1][CH2:2][C:3]1[CH:4]=[C:5]([CH:9]=[CH:10][CH:11]=1)[C:6]([OH:8])=[O:7].[C:12]([O:16][CH3:17])(=[O:15])[CH:13]=[CH2:14].N12CCCN=C1CCCCC2. Product: [CH3:17][O:16][C:12](=[O:15])[CH2:13][CH2:14][S:1][CH2:2][C:3]1[CH:4]=[C:5]([CH:9]=[CH:10][CH:11]=1)[C:6]([OH:8])=[O:7]. The catalyst class is: 10. (3) Reactant: [CH3:1][C@H:2]([CH2:23][CH:24]=[CH2:25])[C:3]([O:5][CH2:6][C@H:7]([NH:14][C:15](=[O:22])[C:16]([F:21])([F:20])[CH2:17]C=C)[C:8]1[CH:13]=[CH:12][CH:11]=[CH:10][CH:9]=1)=[O:4]. Product: [F:21][C:16]1([F:20])[CH2:17][CH:25]=[CH:24][CH2:23][C@@H:2]([CH3:1])[C:3](=[O:4])[O:5][CH2:6][C@@H:7]([C:8]2[CH:9]=[CH:10][CH:11]=[CH:12][CH:13]=2)[NH:14][C:15]1=[O:22]. The catalyst class is: 11. (4) Reactant: [CH:1]([O:4][C:5]1[CH:10]=[CH:9][C:8]([S:11]([NH2:14])(=[O:13])=[O:12])=[CH:7][C:6]=1[N:15]=[C:16]=[S:17])([CH3:3])[CH3:2].[NH3:18]. Product: [CH:1]([O:4][C:5]1[CH:10]=[CH:9][C:8]([S:11]([NH2:14])(=[O:13])=[O:12])=[CH:7][C:6]=1[NH:15][C:16]([NH2:18])=[S:17])([CH3:3])[CH3:2]. The catalyst class is: 5. (5) Reactant: [CH3:1][C:2]1[C:6](B(O)O)=[C:5]([CH3:10])[O:4][N:3]=1.[C:11]1(P(C2CCCCC2)C2CCCCC2)[C:16]([C:11]2[CH:16]=[CH:15][CH:14]=[CH:13][CH:12]=2)=[CH:15][CH:14]=[CH:13][CH:12]=1.[CH:36]([OH:39])([CH3:38])[CH3:37].O.[C:41](OCC)(=[O:43])C. Product: [CH3:1][C:2]1[C:6]([C:12]2[CH:13]=[CH:14][C:15]3[O:39][C:36]([CH2:38][CH2:41][OH:43])=[CH:37][C:16]=3[CH:11]=2)=[C:5]([CH3:10])[O:4][N:3]=1. The catalyst class is: 164. (6) Reactant: [F:1][C:2]1[CH:7]=[C:6]([NH:8][NH2:9])[CH:5]=[CH:4][C:3]=1[S:10]([NH2:13])(=[O:12])=[O:11].Cl.[Cl:15][C:16]1[CH:17]=[C:18]([C:23](=O)[CH2:24][C:25](=O)[CH:26]([F:28])[F:27])[CH:19]=[CH:20][C:21]=1[CH3:22].O. Product: [Cl:15][C:16]1[CH:17]=[C:18]([C:23]2[N:8]([C:6]3[CH:5]=[CH:4][C:3]([S:10]([NH2:13])(=[O:11])=[O:12])=[C:2]([F:1])[CH:7]=3)[N:9]=[C:25]([CH:26]([F:27])[F:28])[CH:24]=2)[CH:19]=[CH:20][C:21]=1[CH3:22]. The catalyst class is: 8.